This data is from Forward reaction prediction with 1.9M reactions from USPTO patents (1976-2016). The task is: Predict the product of the given reaction. (1) Given the reactants [N:1]1([C:8]([O:10]C(C)(C)C)=O)[CH2:7][CH2:6][CH2:5][NH:4][CH2:3][CH2:2]1.CC1C=CC(S(O[CH2:26][CH:27]2[CH2:32][CH2:31][CH2:30][N:29]([CH2:33][CH3:34])[CH2:28]2)(=O)=O)=CC=1.C(=O)([O-])[O-].[K+].[K+].C(N(C(C)C)CC)(C)C.[Cl:50][C:51]1[CH:52]=[C:53]([N:58]=C=O)[CH:54]=[CH:55][C:56]=1[Cl:57], predict the reaction product. The product is: [Cl:50][C:51]1[CH:52]=[C:53]([NH:58][C:8]([N:1]2[CH2:7][CH2:6][CH2:5][N:4]([CH2:26][CH:27]3[CH2:32][CH2:31][CH2:30][N:29]([CH2:33][CH3:34])[CH2:28]3)[CH2:3][CH2:2]2)=[O:10])[CH:54]=[CH:55][C:56]=1[Cl:57]. (2) Given the reactants [CH3:1][C:2]1[CH:7]=[C:6]([CH3:8])[CH:5]=[C:4]([CH3:9])[C:3]=1[N:10]=[C:11]([C:13]1[CH:18]=[CH:17][CH:16]=[C:15]([C:19](=O)[CH3:20])[N:14]=1)[CH3:12].[CH3:22][O:23][C:24]1[CH:30]=[CH:29][C:27]([NH2:28])=[CH:26][CH:25]=1, predict the reaction product. The product is: [CH3:1][C:2]1[CH:7]=[C:6]([CH3:8])[CH:5]=[C:4]([CH3:9])[C:3]=1[N:10]=[C:11]([C:13]1[CH:18]=[CH:17][CH:16]=[C:15]([C:19](=[N:28][C:27]2[CH:29]=[CH:30][C:24]([O:23][CH3:22])=[CH:25][CH:26]=2)[CH3:20])[N:14]=1)[CH3:12]. (3) Given the reactants [CH2:1]([C:3]1[N:4]([CH:24]2[CH2:27][N:26]([C:28]([O:30][C:31]([CH3:34])([CH3:33])[CH3:32])=[O:29])[CH2:25]2)[N:5]=[C:6]2[C:11](=[O:12])[NH:10][C:9]([C:13]3[C:14]([O:20][CH2:21][CH2:22][CH3:23])=[N:15][CH:16]=[C:17](I)[CH:18]=3)=[N:8][C:7]=12)[CH3:2].[CH3:35][Si:36]([C:39]#[CH:40])([CH3:38])[CH3:37].C(#N)C, predict the reaction product. The product is: [CH2:1]([C:3]1[N:4]([CH:24]2[CH2:27][N:26]([C:28]([O:30][C:31]([CH3:34])([CH3:33])[CH3:32])=[O:29])[CH2:25]2)[N:5]=[C:6]2[C:11](=[O:12])[NH:10][C:9]([C:13]3[C:14]([O:20][CH2:21][CH2:22][CH3:23])=[N:15][CH:16]=[C:17]([C:40]#[C:39][Si:36]([CH3:38])([CH3:37])[CH3:35])[CH:18]=3)=[N:8][C:7]=12)[CH3:2]. (4) Given the reactants [Br:1][C:2]1[CH:7]=[CH:6][C:5]([NH:8][C:9]2[CH:14]=[CH:13][CH:12]=[CH:11][C:10]=2[N+:15]([O-])=O)=[CH:4][CH:3]=1.S(S([O-])=O)([O-])=O.[Na+].[Na+].C(=O)([O-])O.[Na+].[C:31](Cl)(=[O:38])[C:32]1[CH:37]=[CH:36][CH:35]=[CH:34][CH:33]=1, predict the reaction product. The product is: [Br:1][C:2]1[CH:7]=[CH:6][C:5]([NH:8][C:9]2[CH:14]=[CH:13][CH:12]=[CH:11][C:10]=2[NH:15][C:31](=[O:38])[C:32]2[CH:37]=[CH:36][CH:35]=[CH:34][CH:33]=2)=[CH:4][CH:3]=1. (5) Given the reactants [N:1]1[C:10]2[C:5](=[CH:6][CH:7]=[CH:8][CH:9]=2)[CH:4]=[CH:3][C:2]=1C=O.[NH2:13][C:14]1[CH:19]=[CH:18][CH:17]=[CH:16][CH:15]=1.[BH3-]C#N.[Na+], predict the reaction product. The product is: [C:14]1([NH:13][C:3]2[CH:2]=[N:1][C:10]3[C:5]([CH:4]=2)=[CH:6][CH:7]=[CH:8][CH:9]=3)[CH:19]=[CH:18][CH:17]=[CH:16][CH:15]=1. (6) Given the reactants [NH2:1][C:2]1[CH:3]=[CH:4][CH:5]=[C:6]2[C:11]=1[N:10]=[CH:9][CH:8]=[CH:7]2.[C:12]([O:16][C:17]([N:19]1[CH2:26][CH2:25][CH2:24][C@H:20]1[C:21](O)=[O:22])=[O:18])([CH3:15])([CH3:14])[CH3:13].Cl.CN(C)CCCN=C=NCC, predict the reaction product. The product is: [C:12]([O:16][C:17]([N:19]1[CH2:26][CH2:25][CH2:24][C@H:20]1[C:21](=[O:22])[NH:1][C:2]1[CH:3]=[CH:4][CH:5]=[C:6]2[C:11]=1[N:10]=[CH:9][CH:8]=[CH:7]2)=[O:18])([CH3:15])([CH3:14])[CH3:13]. (7) Given the reactants C(OC([N:8]1[CH2:13][CH2:12][CH:11]([S:14]([C:16]2[CH:17]=[C:18]3[C:23](=[CH:24][C:25]=2[Cl:26])[C:22](=[O:27])[N:21](CC2C=CC(OC)=CC=2)[CH:20]=[CH:19]3)=[O:15])[CH2:10][CH2:9]1)=O)(C)(C)C, predict the reaction product. The product is: [Cl:26][C:25]1[CH:24]=[C:23]2[C:18]([CH:19]=[CH:20][NH:21][C:22]2=[O:27])=[CH:17][C:16]=1[S:14]([CH:11]1[CH2:12][CH2:13][NH:8][CH2:9][CH2:10]1)=[O:15]. (8) Given the reactants [CH3:1][O:2][C:3]1[CH:22]=[CH:21][CH:20]=[CH:19][C:4]=1[CH2:5][NH:6][C:7]1[CH:16]=[CH:15][C:14]2[C:9](=[CH:10][CH:11]=[CH:12][C:13]=2[CH:17]=[CH2:18])[N:8]=1.Br[C:24]1[CH:25]=[N:26][CH:27]=[CH:28][CH:29]=1, predict the reaction product. The product is: [CH3:1][O:2][C:3]1[CH:22]=[CH:21][CH:20]=[CH:19][C:4]=1[CH2:5][NH:6][C:7]1[CH:16]=[CH:15][C:14]2[C:9](=[CH:10][CH:11]=[CH:12][C:13]=2/[CH:17]=[CH:18]/[C:24]2[CH:25]=[N:26][CH:27]=[CH:28][CH:29]=2)[N:8]=1.